The task is: Predict which catalyst facilitates the given reaction.. This data is from Catalyst prediction with 721,799 reactions and 888 catalyst types from USPTO. (1) Reactant: C(S)C.C[O:5][C:6]1[CH:15]=[C:14]2[C:9]([C:10]([C:16]3[C:17]([C:26]4[CH:31]=[CH:30][CH:29]=[CH:28][N:27]=4)=[N:18][N:19]4[CH2:25][CH2:24][CH2:23][CH2:22][CH2:21][C:20]=34)=[CH:11][CH:12]=[N:13]2)=[CH:8][CH:7]=1.[H-].[Na+]. Product: [N:27]1[CH:28]=[CH:29][CH:30]=[CH:31][C:26]=1[C:17]1[C:16]([C:10]2[C:9]3[C:14](=[CH:15][C:6]([OH:5])=[CH:7][CH:8]=3)[N:13]=[CH:12][CH:11]=2)=[C:20]2[CH2:21][CH2:22][CH2:23][CH2:24][CH2:25][N:19]2[N:18]=1. The catalyst class is: 3. (2) Product: [CH3:1][S:2]([C:5]1[CH:10]=[C:9]([CH2:11][NH:12][S:32]([C:30]2[S:31][C:27]([Cl:26])=[CH:28][CH:29]=2)(=[O:34])=[O:33])[N:8]=[C:7]([C:13]2[CH:18]=[CH:17][CH:16]=[CH:15][N:14]=2)[CH:6]=1)(=[O:3])=[O:4]. Reactant: [CH3:1][S:2]([C:5]1[CH:10]=[C:9]([CH2:11][NH2:12])[N:8]=[C:7]([C:13]2[CH:18]=[CH:17][CH:16]=[CH:15][N:14]=2)[CH:6]=1)(=[O:4])=[O:3].C(N(CC)CC)C.[Cl:26][C:27]1[S:31][C:30]([S:32](Cl)(=[O:34])=[O:33])=[CH:29][CH:28]=1. The catalyst class is: 2. (3) Reactant: [CH2:1]([C:3]1[CH:17]=[CH:16][C:6]([O:7][C:8]2[CH:9]=[C:10]([CH:13]=[CH:14][CH:15]=2)[C:11]#[N:12])=[CH:5][CH:4]=1)[CH3:2].C1COCC1.[H-].[Al+3].[Li+].[H-].[H-].[H-].[OH-].[Na+]. Product: [CH2:1]([C:3]1[CH:17]=[CH:16][C:6]([O:7][C:8]2[CH:9]=[C:10]([CH:13]=[CH:14][CH:15]=2)[CH2:11][NH2:12])=[CH:5][CH:4]=1)[CH3:2]. The catalyst class is: 97. (4) Reactant: C[O:2][C:3]([C:5]1[CH:10]=[CH:9][C:8]([C:11]2[C:12]([CH3:42])([CH3:41])[C@H:13]3[C@:30]([CH3:33])([CH2:31][CH:32]=2)[C@@H:29]2[C@:16]([CH3:40])([C@@:17]4([CH3:39])[C:26](=[CH:27][CH2:28]2)[C@H:25]2[C@:20]([C:36]([OH:38])=[O:37])([CH2:21][CH2:22][C@@H:23]([CH3:35])[C@@H:24]2[CH3:34])[CH2:19][CH2:18]4)[CH2:15][CH2:14]3)=[CH:7][CH:6]=1)=[O:4].[OH-].[Na+]. Product: [C:3]([C:5]1[CH:6]=[CH:7][C:8]([C:11]2[C:12]([CH3:42])([CH3:41])[C@H:13]3[C@:30]([CH3:33])([CH2:31][CH:32]=2)[C@@H:29]2[C@:16]([CH3:40])([C@@:17]4([CH3:39])[C:26](=[CH:27][CH2:28]2)[C@H:25]2[C@:20]([C:36]([OH:38])=[O:37])([CH2:21][CH2:22][C@@H:23]([CH3:35])[C@@H:24]2[CH3:34])[CH2:19][CH2:18]4)[CH2:15][CH2:14]3)=[CH:9][CH:10]=1)([OH:4])=[O:2]. The catalyst class is: 169. (5) Reactant: [C:1]1([CH2:7][O:8][CH2:9][C:10]2[O:14][C:13]([CH2:15]O)=[N:12][CH:11]=2)[CH:6]=[CH:5][CH:4]=[CH:3][CH:2]=1.C1C=CC(P(C2C=CC=CC=2)C2C=CC=CC=2)=CC=1.C(Cl)(Cl)(Cl)[Cl:37]. Product: [Cl:37][CH2:15][C:13]1[O:14][C:10]([CH2:9][O:8][CH2:7][C:1]2[CH:6]=[CH:5][CH:4]=[CH:3][CH:2]=2)=[CH:11][N:12]=1. The catalyst class is: 48. (6) Reactant: [O:1]=[C:2]1[N:8]([CH2:9][CH:10]2[CH2:12][CH2:11]2)[C:7]2[CH:13]=[CH:14][CH:15]=[CH:16][C:6]=2[N:5]([CH2:17][CH:18]2[CH2:20][CH2:19]2)[C:4](=[O:21])[CH2:3]1.CC(C1C=C(C(C)C)C(S([N:37]=[N+:38]=[N-:39])(=O)=O)=C(C(C)C)C=1)C. Product: [N:37]([CH:3]1[C:4](=[O:21])[N:5]([CH2:17][CH:18]2[CH2:19][CH2:20]2)[C:6]2[CH:16]=[CH:15][CH:14]=[CH:13][C:7]=2[N:8]([CH2:9][CH:10]2[CH2:11][CH2:12]2)[C:2]1=[O:1])=[N+:38]=[N-:39]. The catalyst class is: 1. (7) Reactant: C([O:8][C:9]1[CH:10]=[C:11]([C:21]2[N:25]3[CH2:26][CH2:27][CH2:28][C:29](CC(O)C)([O:30][C:31]4[CH:36]=[CH:35][C:34]([F:37])=[C:33]([F:38])[CH:32]=4)[C:24]3=[N:23][N:22]=2)[CH:12]=[CH:13][C:14]=1[C:15]1[O:19][C:18]([CH3:20])=[N:17][CH:16]=1)C1C=CC=CC=1. Product: [F:38][C:33]1[CH:32]=[C:31]([CH:36]=[CH:35][C:34]=1[F:37])[O:30][C:29]1([C:9]([OH:8])([CH3:10])[CH3:14])[CH2:28][CH2:27][CH2:26][N:25]2[C:21]([C:11]3[CH:12]=[CH:13][C:14]([C:15]4[O:19][C:18]([CH3:20])=[N:17][CH:16]=4)=[C:9]([OH:8])[CH:10]=3)=[N:22][N:23]=[C:24]12. The catalyst class is: 129.